Predict which catalyst facilitates the given reaction. From a dataset of Catalyst prediction with 721,799 reactions and 888 catalyst types from USPTO. (1) Reactant: [Br:1][C:2]1[O:6][C:5]([CH2:7]Br)=[C:4]([C:9]([O:11][CH3:12])=[O:10])[CH:3]=1.[CH3:13][S-:14].[Na+].O. Product: [Br:1][C:2]1[O:6][C:5]([CH2:7][S:14][CH3:13])=[C:4]([C:9]([O:11][CH3:12])=[O:10])[CH:3]=1. The catalyst class is: 7. (2) Reactant: [O:1]1[CH:5]=[CH:4][CH:3]=[C:2]1[CH2:6][N:7]([CH2:20][C:21]1[CH:26]=[CH:25][C:24]([S:27][C:28]([CH3:37])([CH3:36])[C:29]([O:31][C:32]([CH3:35])([CH3:34])[CH3:33])=[O:30])=[CH:23][CH:22]=1)[CH2:8][C:9]#[C:10][C:11]([C:13]1[CH:18]=[CH:17][C:16]([CH3:19])=[CH:15][CH:14]=1)=O.Cl.[CH:39]([NH2:41])=[NH:40].C(=O)([O-])[O-].[K+].[K+].O. Product: [O:1]1[CH:5]=[CH:4][CH:3]=[C:2]1[CH2:6][N:7]([CH2:20][C:21]1[CH:26]=[CH:25][C:24]([S:27][C:28]([CH3:37])([CH3:36])[C:29]([O:31][C:32]([CH3:35])([CH3:34])[CH3:33])=[O:30])=[CH:23][CH:22]=1)[CH2:8][C:9]1[CH:10]=[C:11]([C:13]2[CH:18]=[CH:17][C:16]([CH3:19])=[CH:15][CH:14]=2)[N:41]=[CH:39][N:40]=1. The catalyst class is: 3. (3) Reactant: [CH2:1]([P:3]([O:10]CCCC)([CH2:5][CH2:6][C:7]([OH:9])=[O:8])=[O:4])[CH3:2].O. Product: [CH2:1]([P:3]([OH:10])([CH2:5][CH2:6][C:7]([OH:9])=[O:8])=[O:4])[CH3:2]. The catalyst class is: 729. (4) Reactant: [H-].[Na+].COP([CH2:9][C:10]([O:12][CH3:13])=[O:11])(OC)=O.[CH3:14][Si:15]([CH3:27])([CH3:26])[C:16]#[C:17][C:18]#[C:19][CH2:20][CH2:21]/[CH:22]=[CH:23]/[CH:24]=O. Product: [CH3:14][Si:15]([CH3:26])([CH3:27])[C:16]#[C:17][C:18]#[C:19][CH2:20][CH2:21]/[CH:22]=[CH:23]/[CH:24]=[CH:9]/[C:10]([O:12][CH3:13])=[O:11]. The catalyst class is: 1. (5) Reactant: [H-].[Na+].[Br-].[CH2:4]([P+](C1C=CC=CC=1)(C1C=CC=CC=1)C1C=CC=CC=1)[CH2:5][CH3:6].[Br:26][C:27]1[C:36]2[C:31](=[CH:32][CH:33]=[CH:34][CH:35]=2)[CH:30]=[CH:29][C:28]=1[CH:37]=O.[Cl-].[NH4+]. Product: [Br:26][C:27]1[C:36]2[C:31](=[CH:32][CH:33]=[CH:34][CH:35]=2)[CH:30]=[CH:29][C:28]=1[CH:37]=[CH:4][CH2:5][CH3:6]. The catalyst class is: 7. (6) Reactant: Br[C:2]1[CH:11]=[CH:10][C:9]2[C:4](=[CH:5][CH:6]=[CH:7][CH:8]=2)[CH:3]=1.C([Li])CCC.[CH:17]1[C:26]2[C:21](=[CH:22][CH:23]=[CH:24][CH:25]=2)[CH:20]=[CH:19][C:18]=1[C:27]1[CH:40]=[CH:39][C:38]2[C:37](=O)[C:36]3[C:31](=[CH:32][CH:33]=[CH:34][CH:35]=3)[CH2:30][C:29]=2[CH:28]=1.Cl. Product: [CH:17]1[C:26]2[C:21](=[CH:22][CH:23]=[CH:24][CH:25]=2)[CH:20]=[CH:19][C:18]=1[C:27]1[CH:40]=[CH:39][C:38]2[C:29](=[CH:30][C:31]3[C:36]([C:37]=2[C:2]2[CH:11]=[CH:10][C:9]4[C:4](=[CH:5][CH:6]=[CH:7][CH:8]=4)[CH:3]=2)=[CH:35][CH:34]=[CH:33][CH:32]=3)[CH:28]=1. The catalyst class is: 134. (7) Reactant: [ClH:1].[F:2][CH:3]([F:34])[C:4]1[O:5][C:6]([C:17]2[CH:33]=[CH:32][C:20]([O:21][CH2:22][CH2:23][NH:24]C(=O)OC(C)(C)C)=[CH:19][CH:18]=2)=[C:7]([C:9]2[CH:14]=[CH:13][C:12]([O:15][CH3:16])=[CH:11][CH:10]=2)[N:8]=1. Product: [ClH:1].[F:34][CH:3]([F:2])[C:4]1[O:5][C:6]([C:17]2[CH:33]=[CH:32][C:20]([O:21][CH2:22][CH2:23][NH2:24])=[CH:19][CH:18]=2)=[C:7]([C:9]2[CH:10]=[CH:11][C:12]([O:15][CH3:16])=[CH:13][CH:14]=2)[N:8]=1. The catalyst class is: 13.